This data is from Forward reaction prediction with 1.9M reactions from USPTO patents (1976-2016). The task is: Predict the product of the given reaction. (1) Given the reactants [CH:1]1[C:9]([NH2:10])=[CH:8][C:7]2[CH2:11][CH2:12][N:5]3[C:6]=2[C:2]=1[C:3]1[CH2:17][CH2:16][CH2:15][CH2:14][CH2:13][C:4]=13.[C:18]1([CH2:24][C:25](Cl)=[O:26])[CH:23]=[CH:22][CH:21]=[CH:20][CH:19]=1, predict the reaction product. The product is: [CH:1]1[C:9]([NH:10][C:25](=[O:26])[CH2:24][C:18]2[CH:23]=[CH:22][CH:21]=[CH:20][CH:19]=2)=[CH:8][C:7]2[CH2:11][CH2:12][N:5]3[C:6]=2[C:2]=1[C:3]1[CH2:17][CH2:16][CH2:15][CH2:14][CH2:13][C:4]=13. (2) Given the reactants [NH2:1][C@@H:2]([CH2:8][CH:9]([Cl:11])[Cl:10])[C:3]([O:5][CH2:6][CH3:7])=[O:4].FC(F)(F)C(O[C@@H:17]([C:22]1[CH:27]=[CH:26][C:25]([Br:28])=[CH:24][CH:23]=1)[C:18]([F:21])([F:20])[F:19])=O.C(N(C(C)C)CC)(C)C, predict the reaction product. The product is: [Br:28][C:25]1[CH:24]=[CH:23][C:22]([C@H:17]([NH:1][C@@H:2]([CH2:8][CH:9]([Cl:10])[Cl:11])[C:3]([O:5][CH2:6][CH3:7])=[O:4])[C:18]([F:19])([F:20])[F:21])=[CH:27][CH:26]=1. (3) Given the reactants [CH2:1]([N:8]1[CH2:12][CH:11]([C:13]2[CH:18]=[CH:17][C:16]([Cl:19])=[C:15]([Cl:20])[CH:14]=2)[CH:10]([CH:21]([OH:24])[CH2:22][CH3:23])[CH2:9]1)[C:2]1[CH:7]=[CH:6][CH:5]=[CH:4][CH:3]=1.Cl[C:26]1[CH:33]=[CH:32][C:29]([C:30]#[N:31])=[CH:28][N:27]=1.[H-].[Na+], predict the reaction product. The product is: [CH2:1]([N:8]1[CH2:12][CH:11]([C:13]2[CH:18]=[CH:17][C:16]([Cl:19])=[C:15]([Cl:20])[CH:14]=2)[CH:10]([CH:21]([O:24][C:26]2[CH:33]=[CH:32][C:29]([C:30]#[N:31])=[CH:28][N:27]=2)[CH2:22][CH3:23])[CH2:9]1)[C:2]1[CH:3]=[CH:4][CH:5]=[CH:6][CH:7]=1. (4) Given the reactants Cl.[O:2]1[CH2:6][CH2:5][C@H:4]([NH2:7])[CH2:3]1.C([O-])([O-])=O.[K+].[K+].Br[CH2:15]/[CH:16]=[CH:17]/[C:18]([O:20][CH3:21])=[O:19], predict the reaction product. The product is: [O:2]1[CH2:6][CH2:5][C@H:4]([NH:7][CH2:15]/[CH:16]=[CH:17]/[C:18]([O:20][CH3:21])=[O:19])[CH2:3]1. (5) The product is: [ClH:1].[NH:2]1[CH:6]=[CH:5][C:4]([C:7]2[CH:21]=[CH:20][CH:19]=[CH:18][C:8]=2[CH2:9][NH2:10])=[N:3]1. Given the reactants [ClH:1].[NH:2]1[CH:6]=[CH:5][C:4]([C:7]2[CH:21]=[CH:20][CH:19]=[CH:18][C:8]=2[CH2:9][NH:10]C(=O)OC(C)(C)C)=[N:3]1, predict the reaction product. (6) Given the reactants N#N.[CH2:3]([Mg]Br)[CH:4]=[CH2:5].[CH2:8]([Sn:16](Cl)([CH2:25][CH2:26][CH2:27][CH2:28][CH2:29][CH2:30][CH2:31][CH3:32])[CH2:17][CH2:18][CH2:19][CH2:20][CH2:21][CH2:22][CH2:23][CH3:24])[CH2:9][CH2:10][CH2:11][CH2:12][CH2:13][CH2:14][CH3:15], predict the reaction product. The product is: [CH2:3]([Sn:16]([CH2:17][CH2:18][CH2:19][CH2:20][CH2:21][CH2:22][CH2:23][CH3:24])([CH2:25][CH2:26][CH2:27][CH2:28][CH2:29][CH2:30][CH2:31][CH3:32])[CH2:8][CH2:9][CH2:10][CH2:11][CH2:12][CH2:13][CH2:14][CH3:15])[CH:4]=[CH2:5].